This data is from Reaction yield outcomes from USPTO patents with 853,638 reactions. The task is: Predict the reaction yield, written as a fraction of the theoretical maximum amount of product (1.0 means a 100% yield; for example, 0.34 means a 34% yield). (1) The reactants are [NH3:1].[Cl:2][CH2:3][C:4]1[CH:12]=[CH:11][C:7]([C:8](Cl)=[O:9])=[CH:6][CH:5]=1. The catalyst is C1(C)C=CC=CC=1. The product is [Cl:2][CH2:3][C:4]1[CH:12]=[CH:11][C:7]([C:8]([NH2:1])=[O:9])=[CH:6][CH:5]=1. The yield is 0.993. (2) The reactants are [OH:1][C:2]1[CH:9]=[CH:8][CH:7]=[CH:6][C:3]=1[CH:4]=[O:5].C([O-])([O-])=O.[K+].[K+].[CH3:16][O:17][C:18]1[CH:25]=[CH:24][C:21]([CH2:22]Cl)=[CH:20][CH:19]=1. The catalyst is CN(C=O)C. The product is [CH3:16][O:17][C:18]1[CH:25]=[CH:24][C:21]([CH2:22][O:1][C:2]2[CH:9]=[CH:8][CH:7]=[CH:6][C:3]=2[CH:4]=[O:5])=[CH:20][CH:19]=1. The yield is 1.00.